Dataset: Full USPTO retrosynthesis dataset with 1.9M reactions from patents (1976-2016). Task: Predict the reactants needed to synthesize the given product. Given the product [CH2:10]([NH+:15]([CH2:20][CH3:21])[CH2:16][CH3:17])[CH3:9].[CH3:1][O:2][C:3]1[CH:4]=[CH:5][C:6]([C:9]2[CH:14]=[CH:13][CH:12]=[CH:11][C:10]=2[N:15]([C:20]2[CH:25]=[CH:24][CH:23]=[CH:22][CH:21]=2)[CH2:16][CH2:17][CH2:18][O:19][C:34]([CH2:33][O:37][CH2:38][C:39]([O-:40])=[O:43])=[O:35])=[CH:7][CH:8]=1, predict the reactants needed to synthesize it. The reactants are: [CH3:1][O:2][C:3]1[CH:8]=[CH:7][C:6]([C:9]2[CH:14]=[CH:13][CH:12]=[CH:11][C:10]=2[N:15]([C:20]2[CH:25]=[CH:24][CH:23]=[CH:22][CH:21]=2)[CH2:16][CH2:17][CH2:18][OH:19])=[CH:5][CH:4]=1.C(N(CC)CC)C.[C:33]([O:37][C:38](=O)[CH2:39][OH:40])(=O)[CH2:34][OH:35].C[OH:43].